This data is from Catalyst prediction with 721,799 reactions and 888 catalyst types from USPTO. The task is: Predict which catalyst facilitates the given reaction. (1) Reactant: C[O:2][C:3]([C:5]1([C:13]2[CH:18]=[CH:17][C:16]([C:19]#[N:20])=[CH:15][C:14]=2[O:21][CH3:22])[N:9]2[CH:10]=[N:11][CH:12]=[C:8]2[CH2:7][CH2:6]1)=O.[BH4-].[Li+]. Product: [OH:2][CH2:3][C:5]1([C:13]2[CH:18]=[CH:17][C:16]([C:19]#[N:20])=[CH:15][C:14]=2[O:21][CH3:22])[N:9]2[CH:10]=[N:11][CH:12]=[C:8]2[CH2:7][CH2:6]1. The catalyst class is: 1. (2) Reactant: [Cl:1][C:2]1[CH:3]=[C:4]([O:14][CH3:15])[C:5]2[O:9][C:8]([CH2:11][OH:12])([CH3:10])[CH2:7][C:6]=2[CH:13]=1.[C:16]1([CH3:26])[CH:21]=[CH:20][C:19]([S:22](Cl)(=[O:24])=[O:23])=[CH:18][CH:17]=1.C(N(C(C)C)CC)(C)C. Product: [CH3:26][C:16]1[CH:21]=[CH:20][C:19]([S:22]([O:12][CH2:11][C:8]2([CH3:10])[CH2:7][C:6]3[CH:13]=[C:2]([Cl:1])[CH:3]=[C:4]([O:14][CH3:15])[C:5]=3[O:9]2)(=[O:24])=[O:23])=[CH:18][CH:17]=1. The catalyst class is: 277. (3) Reactant: [CH2:1]([O:3][C:4]([C:6]1[N:11]=[N:10][C:9]([SH:12])=[N:8][C:7]=1[OH:13])=[O:5])[CH3:2].[C:14](=O)([O-])[O-].[K+].[K+].CI. Product: [CH2:1]([O:3][C:4]([C:6]1[N:11]=[N:10][C:9]([S:12][CH3:14])=[N:8][C:7]=1[OH:13])=[O:5])[CH3:2]. The catalyst class is: 3. (4) Reactant: [CH3:1]N(C(N=NC(N(C)C)=O)=O)C.C(O[N:21]1[C:26]([C:27](OC)=O)=[CH:25]C=C(C([O-])=O)[C:22]1=O)C1C=CC=CC=1.[Li+].Cl.O[N:38]1[C:42](=O)[CH2:41]CC1=O. Product: [CH:42]([N:38]=[C:22]=[N:21][CH:26]([CH3:25])[CH3:27])([CH3:41])[CH3:1]. The catalyst class is: 5. (5) Reactant: [Br:1][C:2]1[CH:10]=[C:9]([F:11])[C:5]([C:6]([OH:8])=O)=[C:4]([F:12])[CH:3]=1.[N:13]1([C:19]([O:21][C:22]([CH3:25])([CH3:24])[CH3:23])=[O:20])[CH2:18][CH2:17][NH:16][CH2:15][CH2:14]1.CN(C(ON1N=NC2C=CC=CC1=2)=[N+](C)C)C.F[P-](F)(F)(F)(F)F.CCN(C(C)C)C(C)C.C(=O)(O)[O-].[Na+]. Product: [Br:1][C:2]1[CH:3]=[C:4]([F:12])[C:5]([C:6]([N:16]2[CH2:15][CH2:14][N:13]([C:19]([O:21][C:22]([CH3:25])([CH3:24])[CH3:23])=[O:20])[CH2:18][CH2:17]2)=[O:8])=[C:9]([F:11])[CH:10]=1. The catalyst class is: 173. (6) Reactant: C(OC([N:8]([CH2:13][CH:14]1[CH2:19][CH2:18][CH2:17][CH2:16][CH2:15]1)[N:9]=C(C)C)=O)(C)(C)C.[ClH:20]. Product: [ClH:20].[ClH:20].[CH:14]1([CH2:13][NH:8][NH2:9])[CH2:19][CH2:18][CH2:17][CH2:16][CH2:15]1. The catalyst class is: 1. (7) Reactant: Cl[CH2:2][C:3]([N:5]1[CH2:10][CH2:9][N:8]([CH3:11])[CH2:7][CH2:6]1)=[O:4].O=C1[C:17]2([CH2:22][CH2:21][N:20]([C:23]([O:25][C:26]([CH3:29])([CH3:28])[CH3:27])=[O:24])[CH2:19][CH2:18]2)[N:16]([C:30]2[CH:35]=[CH:34][CH:33]=[CH:32][CH:31]=2)CN1.[C:36](=[O:39])([O-:38])[O-].[K+].[K+].[CH3:42][N:43]([CH3:46])[CH:44]=[O:45]. Product: [CH3:11][N:8]1[CH2:9][CH2:10][N:5]([C:3](=[O:4])[CH2:2][O:38][C:36]([C:30]2[CH:31]=[C:32]([CH:33]=[CH:34][CH:35]=2)[CH2:42][N:43]2[C:44](=[O:45])[C:17]3([CH2:22][CH2:21][N:20]([C:23]([O:25][C:26]([CH3:29])([CH3:28])[CH3:27])=[O:24])[CH2:19][CH2:18]3)[N:16]([C:30]3[CH:35]=[CH:34][CH:33]=[CH:32][CH:31]=3)[CH2:46]2)=[O:39])[CH2:6][CH2:7]1. The catalyst class is: 13.